From a dataset of Reaction yield outcomes from USPTO patents with 853,638 reactions. Predict the reaction yield, written as a fraction of the theoretical maximum amount of product (1.0 means a 100% yield; for example, 0.34 means a 34% yield). (1) The yield is 0.900. The reactants are Cl.Cl.[CH2:3]1[C@H:8]2[CH2:9][NH:10][CH2:11][CH2:12][N:7]2[CH2:6][CH2:5][O:4]1.[Cl:13][C:14]1[N:19]=[C:18]([N:20]([C:36]([O:38][C:39]([CH3:42])([CH3:41])[CH3:40])=[O:37])[N:21]([C:29]([O:31][C:32]([CH3:35])([CH3:34])[CH3:33])=[O:30])[C:22]([O:24][C:25]([CH3:28])([CH3:27])[CH3:26])=[O:23])[C:17]([F:43])=[C:16](Cl)[N:15]=1.C(N(CC)C(C)C)(C)C. The catalyst is CN(C=O)C.CCOCC. The product is [Cl:13][C:14]1[N:19]=[C:18]([N:20]([C:36]([O:38][C:39]([CH3:42])([CH3:41])[CH3:40])=[O:37])[N:21]([C:22]([O:24][C:25]([CH3:26])([CH3:27])[CH3:28])=[O:23])[C:29]([O:31][C:32]([CH3:33])([CH3:34])[CH3:35])=[O:30])[C:17]([F:43])=[C:16]([N:10]2[CH2:11][CH2:12][N:7]3[C@@H:8]([CH2:3][O:4][CH2:5][CH2:6]3)[CH2:9]2)[N:15]=1. (2) The reactants are [N+:1]([C:4]1[CH:12]=[C:11]2[C:7]([C:8](I)=[N:9][N:10]2[CH2:13][O:14][CH2:15][CH2:16][Si:17]([CH3:20])([CH3:19])[CH3:18])=[CH:6][CH:5]=1)([O-:3])=[O:2].B(O)O.[O:25]1[CH2:30][CH2:29][O:28][CH2:27]C1.[OH-].[Na+]. The catalyst is CCOC(C)=O.O.C1C=CC([P]([Pd]([P](C2C=CC=CC=2)(C2C=CC=CC=2)C2C=CC=CC=2)([P](C2C=CC=CC=2)(C2C=CC=CC=2)C2C=CC=CC=2)[P](C2C=CC=CC=2)(C2C=CC=CC=2)C2C=CC=CC=2)(C2C=CC=CC=2)C2C=CC=CC=2)=CC=1. The product is [O:25]1[C:30]2[CH:5]=[CH:6][C:7]([CH:11]=[CH:12][C:8]3[C:7]4[C:11](=[CH:12][C:4]([N+:1]([O-:3])=[O:2])=[CH:5][CH:6]=4)[N:10]([CH2:13][O:14][CH2:15][CH2:16][Si:17]([CH3:20])([CH3:19])[CH3:18])[N:9]=3)=[CH:8][C:29]=2[O:28][CH2:27]1. The yield is 0.940.